This data is from Reaction yield outcomes from USPTO patents with 853,638 reactions. The task is: Predict the reaction yield, written as a fraction of the theoretical maximum amount of product (1.0 means a 100% yield; for example, 0.34 means a 34% yield). (1) The reactants are [NH2:1][CH2:2][CH2:3][C:4]1[N:5]([CH:27]([C:34]2[CH:39]=[CH:38][CH:37]=[CH:36][CH:35]=2)[C:28]2[CH:33]=[CH:32][CH:31]=[CH:30][CH:29]=2)[C:6]2[C:11]([C:12]=1[CH2:13][CH2:14][O:15][C:16]1[CH:25]=[CH:24][C:19]([C:20]([O:22]C)=[O:21])=[CH:18][CH:17]=1)=[CH:10][C:9]([Cl:26])=[CH:8][CH:7]=2.[Cl:40][C:41]1[CH:42]=[C:43]([S:48](Cl)(=[O:50])=[O:49])[CH:44]=[C:45]([Cl:47])[CH:46]=1. No catalyst specified. The product is [CH:27]([N:5]1[C:6]2[C:11](=[CH:10][C:9]([Cl:26])=[CH:8][CH:7]=2)[C:12]([CH2:13][CH2:14][O:15][C:16]2[CH:25]=[CH:24][C:19]([C:20]([OH:22])=[O:21])=[CH:18][CH:17]=2)=[C:4]1[CH2:3][CH2:2][NH:1][S:48]([C:43]1[CH:42]=[C:41]([Cl:40])[CH:46]=[C:45]([Cl:47])[CH:44]=1)(=[O:50])=[O:49])([C:28]1[CH:29]=[CH:30][CH:31]=[CH:32][CH:33]=1)[C:34]1[CH:35]=[CH:36][CH:37]=[CH:38][CH:39]=1. The yield is 0.600. (2) The reactants are [OH:1][C:2]1[CH:9]=[CH:8][C:5]([CH:6]=[O:7])=[C:4]([CH3:10])[CH:3]=1.C(=O)([O-])[O-].[K+].[K+].Br[CH2:18][C:19]1[CH:24]=[CH:23][C:22]([C:25]([F:28])([F:27])[F:26])=[CH:21][C:20]=1[C:29]([F:32])([F:31])[F:30].O. The catalyst is CN(C=O)C. The product is [F:30][C:29]([F:31])([F:32])[C:20]1[CH:21]=[C:22]([C:25]([F:28])([F:26])[F:27])[CH:23]=[CH:24][C:19]=1[CH2:18][O:1][C:2]1[CH:9]=[CH:8][C:5]([CH:6]=[O:7])=[C:4]([CH3:10])[CH:3]=1. The yield is 0.940. (3) The reactants are [CH3:1][N:2]1[C:6]2[CH:7]=[CH:8][C:9]([O:11][C:12]([F:15])([F:14])[F:13])=[CH:10][C:5]=2[S:4][C:3]1=[N:16][CH2:17][C:18]#[CH:19].[CH3:20]CC(C)=O.CCCCCC.C[I:32]. The yield is 0.170. No catalyst specified. The product is [I-:32].[CH3:1][N+:2]1[C:6]2[CH:7]=[CH:8][C:9]([O:11][C:12]([F:13])([F:15])[F:14])=[CH:10][C:5]=2[S:4][C:3]=1[N:16]([CH3:20])[CH2:17][C:18]#[CH:19]. (4) The reactants are [C:1]([O:5][C:6](=[O:38])[NH:7][C:8]([C:10]1[CH:15]=[CH:14][C:13]([CH2:16][NH:17][C:18]([C@H:20]2[N:24]3[C:25](=[O:37])[C:26]([NH:29]CC4C=CC=CC=4)=[CH:27][N:28]=[C:23]3[CH2:22][CH2:21]2)=[O:19])=[CH:12][CH:11]=1)=[NH:9])([CH3:4])([CH3:3])[CH3:2].C(OC(=O)N[C:46]([C:48]1[CH:50]=[CH:49][C:48]([CH2:46]NC([C@H]2N3C(=O)C(N)=CN=C3CC2)=O)=[CH:50][CH:49]=1)=N)(C)(C)C.CC(=O)CC.[BH-](OC(C)=O)(OC(C)=O)OC(C)=O.[Na+]. No catalyst specified. The product is [C:1]([O:5][C:6](=[O:38])[NH:7][C:8]([C:10]1[CH:15]=[CH:14][C:13]([CH2:16][NH:17][C:18]([C@H:20]2[N:24]3[C:25](=[O:37])[C:26]([NH:29][CH:48]([CH2:49][CH3:50])[CH3:46])=[CH:27][N:28]=[C:23]3[CH2:22][CH2:21]2)=[O:19])=[CH:12][CH:11]=1)=[NH:9])([CH3:4])([CH3:3])[CH3:2]. The yield is 0.350. (5) The reactants are [F:1][C:2]1[CH:3]=[C:4]([C:25]([O:27]CC)=O)[C:5]2[C:6](=O)[CH:7]([C:18]3[N:19]([CH3:23])[CH:20]=[CH:21][N:22]=3)[CH:8]([C:12]3[CH:17]=[CH:16][CH:15]=[CH:14][CH:13]=3)[NH:9][C:10]=2[CH:11]=1.O.[NH2:31][NH2:32]. The catalyst is CO. The product is [F:1][C:2]1[CH:11]=[C:10]2[NH:9][CH:8]([C:12]3[CH:13]=[CH:14][CH:15]=[CH:16][CH:17]=3)[CH:7]([C:18]3[N:19]([CH3:23])[CH:20]=[CH:21][N:22]=3)[C:6]3=[N:31][NH:32][C:25](=[O:27])[C:4]([CH:3]=1)=[C:5]23. The yield is 0.0900.